This data is from Catalyst prediction with 721,799 reactions and 888 catalyst types from USPTO. The task is: Predict which catalyst facilitates the given reaction. (1) Product: [F:1][C:2]1[CH:7]=[CH:6][C:5]([N:8]2[C:11](=[O:12])[C@H:10]([S:13][CH2:14][CH:15]([C:17]3[CH:22]=[CH:21][C:20]([F:23])=[CH:19][CH:18]=3)[OH:16])[C@H:9]2[C:24]2[CH:38]=[CH:37][C:27]([O:28][CH2:29][C:30]([NH:40][CH2:41][C:42]([NH:68][C:69]3([C:74]([OH:76])=[O:75])[CH2:73][CH2:72][CH2:71][CH2:70]3)=[O:43])=[O:31])=[CH:26][CH:25]=2)=[CH:4][CH:3]=1. Reactant: [F:1][C:2]1[CH:7]=[CH:6][C:5]([N:8]2[C:11](=[O:12])[C@H:10]([S:13][CH2:14][C:15]([C:17]3[CH:22]=[CH:21][C:20]([F:23])=[CH:19][CH:18]=3)=[O:16])[C@H:9]2[C:24]2[CH:38]=[CH:37][C:27]([O:28][CH2:29][C:30](NCC(O)=O)=[O:31])=[CH:26][CH:25]=2)=[CH:4][CH:3]=1.C[N:40]1CC[O:43][CH2:42][CH2:41]1.CN(C(ON1N=NC2C=CC=CC1=2)=[N+](C)C)C.[B-](F)(F)(F)F.[NH2:68][C:69]1([C:74]([OH:76])=[O:75])[CH2:73][CH2:72][CH2:71][CH2:70]1.[BH4-].[Na+].C([O-])(=O)C.[NH4+]. The catalyst class is: 121. (2) Reactant: [Br:1][C:2]1[CH:7]=[CH:6][C:5]([NH:8][C:9]2[C:14]([N+:15]([O-])=O)=[C:13]([F:18])[CH:12]=[C:11]([O:19][CH3:20])[C:10]=2[F:21])=[C:4]([F:22])[CH:3]=1.[O-]S(S([O-])=O)=O.[Na+].[Na+]. Product: [Br:1][C:2]1[CH:7]=[CH:6][C:5]([NH:8][C:9]2[C:14]([NH2:15])=[C:13]([F:18])[CH:12]=[C:11]([O:19][CH3:20])[C:10]=2[F:21])=[C:4]([F:22])[CH:3]=1. The catalyst class is: 40. (3) Reactant: [CH3:1][O:2][C:3]1[CH:4]=[C:5]2[C:10](=[CH:11][CH:12]=1)[C:9](=[CH2:13])[CH2:8][CH2:7][CH2:6]2.C[OH:15]. Product: [CH3:1][O:2][C:3]1[CH:12]=[CH:11][C:10]2[CH2:9][C:13](=[O:15])[CH2:8][CH2:7][CH2:6][C:5]=2[CH:4]=1. The catalyst class is: 6. (4) Reactant: [CH2:1]1COC[CH2:2]1.[OH:6][C:7]1[C:12](/[CH:13]=[CH:14]/[CH3:15])=[CH:11][CH:10]=[CH:9][C:8]=1[C:16](=[O:18])[CH3:17].C(Cl)(=O)C. Product: [CH3:1][C:2]1[O:6][C:7]2[C:8]([C:16](=[O:18])[CH:17]=1)=[CH:9][CH:10]=[CH:11][C:12]=2/[CH:13]=[CH:14]/[CH3:15]. The catalyst class is: 6. (5) Reactant: [Cl:1][C:2]1[CH:3]=[CH:4][C:5]([O:18][CH2:19][CH:20]([CH3:22])[CH3:21])=[C:6]([CH2:8][C:9]2[N:14]=[C:13]([C:15]([NH2:17])=O)[CH:12]=[CH:11][CH:10]=2)[CH:7]=1.[OH-].[Na+]. Product: [Cl:1][C:2]1[CH:3]=[CH:4][C:5]([O:18][CH2:19][CH:20]([CH3:22])[CH3:21])=[C:6]([CH2:8][C:9]2[N:14]=[C:13]([C:15]#[N:17])[CH:12]=[CH:11][CH:10]=2)[CH:7]=1. The catalyst class is: 286.